The task is: Predict the reactants needed to synthesize the given product.. This data is from Full USPTO retrosynthesis dataset with 1.9M reactions from patents (1976-2016). (1) Given the product [Cl:39][C:40]1[C:45]([C:46]([N:4]2[CH2:9][CH2:8][CH:7]([N:10]3[CH2:13][C:12]([CH2:36][C:37]#[N:38])([N:14]4[CH:18]=[C:17]([C:19]5[C:20]6[CH:27]=[CH:26][NH:25][C:21]=6[N:22]=[CH:23][N:24]=5)[CH:16]=[N:15]4)[CH2:11]3)[CH2:6][CH2:5]2)=[O:47])=[CH:44][C:43]([C:49]([F:51])([F:50])[F:52])=[N:42][CH:41]=1, predict the reactants needed to synthesize it. The reactants are: Cl.Cl.Cl.[NH:4]1[CH2:9][CH2:8][CH:7]([N:10]2[CH2:13][C:12]([CH2:36][C:37]#[N:38])([N:14]3[CH:18]=[C:17]([C:19]4[C:20]5[CH:27]=[CH:26][N:25](COCC[Si](C)(C)C)[C:21]=5[N:22]=[CH:23][N:24]=4)[CH:16]=[N:15]3)[CH2:11]2)[CH2:6][CH2:5]1.[Cl:39][C:40]1[C:45]([C:46](O)=[O:47])=[CH:44][C:43]([C:49]([F:52])([F:51])[F:50])=[N:42][CH:41]=1. (2) Given the product [F:19][CH2:18][CH:15]([N:12]1[CH:11]=[C:10]([CH2:9][N:5]2[CH:6]=[CH:7][N:8]=[C:4]2[N+:1]([O-:3])=[O:2])[N:14]=[N:13]1)[CH2:16][OH:17], predict the reactants needed to synthesize it. The reactants are: [N+:1]([C:4]1[N:5]([CH2:9][C:10]#[CH:11])[CH:6]=[CH:7][N:8]=1)([O-:3])=[O:2].[N:12]([CH:15]([CH2:18][F:19])[CH2:16][OH:17])=[N+:13]=[N-:14].C1COCC1.O=C1O[C@H]([C@H](CO)O)C([O-])=C1O.[Na+]. (3) Given the product [OH:11][B:9]1[C:8]2[CH:12]=[C:13]([NH:16][C:17](=[O:28])[C:18]3[CH:23]=[CH:22][CH:21]=[CH:20][C:19]=3[C:24]([F:26])([F:27])[F:25])[CH:14]=[CH:15][C:7]=2[CH:6]([CH2:1][CH:5]([CH3:4])[CH3:29])[O:10]1, predict the reactants needed to synthesize it. The reactants are: [CH:1]1([CH:6]2[O:10][B:9]([OH:11])[C:8]3[CH:12]=[C:13]([NH:16][C:17](=[O:28])[C:18]4[CH:23]=[CH:22][CH:21]=[CH:20][C:19]=4[C:24]([F:27])([F:26])[F:25])[CH:14]=[CH:15][C:7]2=3)[CH2:5][CH2:4]CC1.[CH2:29]([Mg]Br)C(C)C. (4) Given the product [C:1]1([C:7]2[S:8][CH:9]=[C:10]([CH2:12][OH:13])[N:11]=2)[CH:2]=[CH:3][CH:4]=[CH:5][CH:6]=1, predict the reactants needed to synthesize it. The reactants are: [C:1]1([C:7]2[S:8][CH:9]=[C:10]([C:12](OC)=[O:13])[N:11]=2)[CH:6]=[CH:5][CH:4]=[CH:3][CH:2]=1.[H-].[Al+3].[Li+].[H-].[H-].[H-].[O-]S([O-])(=O)=O.[Na+].[Na+].